This data is from Full USPTO retrosynthesis dataset with 1.9M reactions from patents (1976-2016). The task is: Predict the reactants needed to synthesize the given product. (1) Given the product [CH3:5][C@H:4]([NH:6][C:7](=[O:13])[O:8][C:9]([CH3:12])([CH3:11])[CH3:10])[CH2:3][CH2:2][NH:1][CH2:20][C:16]1[CH:15]=[N:14][CH:19]=[CH:18][CH:17]=1, predict the reactants needed to synthesize it. The reactants are: [NH2:1][CH2:2][CH2:3][C@@H:4]([NH:6][C:7](=[O:13])[O:8][C:9]([CH3:12])([CH3:11])[CH3:10])[CH3:5].[N:14]1[CH:19]=[CH:18][CH:17]=[C:16]([CH:20]=O)[CH:15]=1.ClC(Cl)C.C(O)(=O)C.C(O[BH-](OC(=O)C)OC(=O)C)(=O)C.[Na+]. (2) Given the product [CH2:1]([O:13][C:14]1[CH:15]=[CH:16][C:17]([CH:28]=[O:29])=[CH:18][CH:19]=1)[CH2:2][CH2:3][CH2:4][CH2:5][CH2:6][CH2:7][CH2:8][CH2:9][CH2:10][CH2:11][CH3:12], predict the reactants needed to synthesize it. The reactants are: [CH2:1]([O:13][C:14]1[CH:19]=[CH:18][CH:17]=[CH:16][CH:15]=1)[CH2:2][CH2:3][CH2:4][CH2:5][CH2:6][CH2:7][CH2:8][CH2:9][CH2:10][CH2:11][CH3:12].CN([CH:28]=[O:29])C1C=CC=CC=1.O=P(Cl)(Cl)Cl.[OH-].[Na+].